From a dataset of NCI-60 drug combinations with 297,098 pairs across 59 cell lines. Regression. Given two drug SMILES strings and cell line genomic features, predict the synergy score measuring deviation from expected non-interaction effect. (1) Drug 1: CN(C)N=NC1=C(NC=N1)C(=O)N. Drug 2: C(CN)CNCCSP(=O)(O)O. Cell line: KM12. Synergy scores: CSS=2.47, Synergy_ZIP=5.25, Synergy_Bliss=3.11, Synergy_Loewe=-0.320, Synergy_HSA=2.32. (2) Drug 1: CC=C1C(=O)NC(C(=O)OC2CC(=O)NC(C(=O)NC(CSSCCC=C2)C(=O)N1)C(C)C)C(C)C. Drug 2: C(CCl)NC(=O)N(CCCl)N=O. Cell line: MDA-MB-231. Synergy scores: CSS=60.2, Synergy_ZIP=7.27, Synergy_Bliss=7.66, Synergy_Loewe=4.63, Synergy_HSA=6.98. (3) Cell line: PC-3. Synergy scores: CSS=0.961, Synergy_ZIP=-0.155, Synergy_Bliss=0.0209, Synergy_Loewe=-0.934, Synergy_HSA=-1.99. Drug 1: COC1=C2C(=CC3=C1OC=C3)C=CC(=O)O2. Drug 2: CC(C)CN1C=NC2=C1C3=CC=CC=C3N=C2N.